From a dataset of Forward reaction prediction with 1.9M reactions from USPTO patents (1976-2016). Predict the product of the given reaction. (1) Given the reactants FC(F)(F)S([O-])(=O)=O.[CH2:9]([C@@:12]1([CH3:37])[CH2:17][C@H:16]([C:18]2[CH:23]=[CH:22][CH:21]=[C:20]([Cl:24])[CH:19]=2)[C@@H:15]([C:25]2[CH:30]=[CH:29][C:28]([Cl:31])=[CH:27][CH:26]=2)[N+:14]2[C@@H:32]([CH2:35][CH3:36])[CH2:33][O:34][C:13]1=2)[CH:10]=[CH2:11].[CH2:38]([S-:40])[CH3:39].[Na+], predict the reaction product. The product is: [CH2:9]([C@@:12]1([CH3:37])[CH2:17][C@H:16]([C:18]2[CH:23]=[CH:22][CH:21]=[C:20]([Cl:24])[CH:19]=2)[C@@H:15]([C:25]2[CH:30]=[CH:29][C:28]([Cl:31])=[CH:27][CH:26]=2)[N:14]([C@@H:32]([CH2:35][CH3:36])[CH2:33][S:40][CH2:38][CH3:39])[C:13]1=[O:34])[CH:10]=[CH2:11]. (2) Given the reactants [C:1]([Si:5]([CH3:14])([CH3:13])[O:6][C@@H:7]1[CH2:11][CH2:10][C@H:9]([OH:12])[CH2:8]1)([CH3:4])([CH3:3])[CH3:2].C1(P(C2C=CC=CC=2)C2C=CC=CC=2)C=CC=CC=1.N(C(OCC)=O)=NC(OCC)=O.[C:46](O)(=[S:48])[CH3:47], predict the reaction product. The product is: [C:1]([Si:5]([CH3:14])([CH3:13])[O:6][C@H:7]1[CH2:11][CH2:10][C@H:9]([O:12][C:46](=[S:48])[CH3:47])[CH2:8]1)([CH3:4])([CH3:3])[CH3:2]. (3) Given the reactants I[C:2]1[NH:6][C:5]([CH:7]2[CH2:12][CH2:11][O:10][CH2:9][CH2:8]2)=[N:4][CH:3]=1.[CH3:13][C:14]1[CH:23]=[CH:22][C:17]([C:18]([O:20][CH3:21])=[O:19])=[CH:16][C:15]=1B1OC(C)(C)C(C)(C)O1.C(=O)([O-])[O-].[K+].[K+].O, predict the reaction product. The product is: [CH3:13][C:14]1[CH:23]=[CH:22][C:17]([C:18]([O:20][CH3:21])=[O:19])=[CH:16][C:15]=1[C:2]1[NH:6][C:5]([CH:7]2[CH2:12][CH2:11][O:10][CH2:9][CH2:8]2)=[N:4][CH:3]=1. (4) Given the reactants Cl.[NH2:2][CH2:3][C:4]1[CH:12]=[CH:11][CH:10]=[C:9]2[C:5]=1[C:6](=[O:22])[N:7]([CH:14]1[CH2:19][CH2:18][C:17](=[O:20])[NH:16][C:15]1=[O:21])[C:8]2=[O:13].N12CCCN=C1CCCCC2.ON1C2C=CC=CC=2N=N1.[CH3:44][O:45][C:46]1[CH:58]=[CH:57][C:49]2[C:50]([CH2:53][C:54](O)=[O:55])=[CH:51][O:52][C:48]=2[CH:47]=1.Cl.CN(C)CCCN=C=NCC, predict the reaction product. The product is: [O:21]=[C:15]1[CH:14]([N:7]2[C:6](=[O:22])[C:5]3[C:9](=[CH:10][CH:11]=[CH:12][C:4]=3[CH2:3][NH:2][C:54](=[O:55])[CH2:53][C:50]3[C:49]4[CH:57]=[CH:58][C:46]([O:45][CH3:44])=[CH:47][C:48]=4[O:52][CH:51]=3)[C:8]2=[O:13])[CH2:19][CH2:18][C:17](=[O:20])[NH:16]1.